Dataset: Forward reaction prediction with 1.9M reactions from USPTO patents (1976-2016). Task: Predict the product of the given reaction. Given the reactants Cl[C:2]1[CH:7]=[CH:6][N:5]=[CH:4][C:3]=1[I:8].C(=O)([O-])[O-].[Na+].[Na+].[F:15][C:16]1[CH:21]=[C:20]([N+:22]([O-:24])=[O:23])[CH:19]=[CH:18][C:17]=1[OH:25], predict the reaction product. The product is: [F:15][C:16]1[CH:21]=[C:20]([N+:22]([O-:24])=[O:23])[CH:19]=[CH:18][C:17]=1[O:25][C:2]1[CH:7]=[CH:6][N:5]=[CH:4][C:3]=1[I:8].